From a dataset of Forward reaction prediction with 1.9M reactions from USPTO patents (1976-2016). Predict the product of the given reaction. (1) Given the reactants [CH:1]([O:14][CH2:15][CH2:16][C@H:17]1[CH2:22][CH2:21][N:20]([CH2:23][C@@H:24]([C:26]2[CH:31]=[CH:30][C:29](F)=[CH:28][CH:27]=2)[OH:25])[CH2:19][C@@H:18]1[OH:33])([C:8]1[CH:13]=[CH:12][CH:11]=[CH:10][CH:9]=1)[C:2]1[CH:7]=[CH:6][CH:5]=[CH:4][CH:3]=1.C(O[C@H](C1C=CC(F)=CC=1)CN1CC[C@H](CCOC(C2C=CC=CC=2)C2C=CC=CC=2)[C@@H](O)C1)(=O)C.C(O[C@H](C1C=CC(F)=CC=1)CN1CCC(CCOC(C2C=CC=CC=2)C2C=CC=CC=2)C(O)C1)(=O)C.C([O-])([O-])=O.[K+].[K+], predict the reaction product. The product is: [CH:1]([O:14][CH2:15][CH2:16][C@H:17]1[CH2:22][CH2:21][N:20]([CH2:23][C@H:24]([OH:25])[C:26]2[CH:31]=[CH:30][CH:29]=[CH:28][CH:27]=2)[CH2:19][C@@H:18]1[OH:33])([C:2]1[CH:3]=[CH:4][CH:5]=[CH:6][CH:7]=1)[C:8]1[CH:13]=[CH:12][CH:11]=[CH:10][CH:9]=1. (2) The product is: [C:1]1([C:30]2[CH:31]=[CH:32][CH:33]=[CH:34][CH:35]=2)[CH:2]=[CH:3][C:4]([CH2:7][C@H:8]([NH:12][C:13]([C:15]2[CH:16]=[C:17]([C:22]3[CH:27]=[CH:26][C:25]([F:28])=[C:24]([Cl:29])[CH:23]=3)[CH:18]=[CH:19][C:20]=2[OH:21])=[O:14])[C:9](=[O:11])[NH:53][CH3:39])=[CH:5][CH:6]=1. Given the reactants [C:1]1([C:30]2[CH:35]=[CH:34][CH:33]=[CH:32][CH:31]=2)[CH:6]=[CH:5][C:4]([CH2:7][C@H:8]([NH:12][C:13]([C:15]2[CH:16]=[C:17]([C:22]3[CH:27]=[CH:26][C:25]([F:28])=[C:24]([Cl:29])[CH:23]=3)[CH:18]=[CH:19][C:20]=2[OH:21])=[O:14])[C:9]([OH:11])=O)=[CH:3][CH:2]=1.COC(=O)[C@@H:39]([NH:53]C(C1C=C(C2C=CC(F)=C(Cl)C=2)C=CC=1O)=O)CC1C=CC(C2C=CC=CC=2)=CC=1.CN.C1COCC1.C[Si](Br)(C)C.C(O)(C(F)(F)F)=O.C(Cl)Cl, predict the reaction product. (3) The product is: [CH3:15][O:16][C:17](=[O:40])[CH2:18][CH:19]1[CH2:20][CH2:21][CH:22]([C:25]2[CH:26]=[CH:27][C:28]([C:2]3[CH:3]=[CH:4][C:5]([NH:8][C:9]4[CH:13]=[CH:12][N:11]([CH3:14])[N:10]=4)=[CH:6][N:7]=3)=[CH:29][CH:30]=2)[CH2:23][CH2:24]1. Given the reactants Br[C:2]1[N:7]=[CH:6][C:5]([NH:8][C:9]2[CH:13]=[CH:12][N:11]([CH3:14])[N:10]=2)=[CH:4][CH:3]=1.[CH3:15][O:16][C:17](=[O:40])[CH2:18][CH:19]1[CH2:24][CH2:23][CH:22]([C:25]2[CH:30]=[CH:29][C:28](B3OC(C)(C)C(C)(C)O3)=[CH:27][CH:26]=2)[CH2:21][CH2:20]1.C(=O)([O-])[O-].[K+].[K+], predict the reaction product. (4) Given the reactants [CH2:1]([O:8][C:9]1[CH:18]=[CH:17][C:12]([C:13](OC)=[O:14])=[C:11](F)[CH:10]=1)[C:2]1[CH:7]=[CH:6][CH:5]=[CH:4][CH:3]=1.O.[NH2:21][NH2:22], predict the reaction product. The product is: [CH2:1]([O:8][C:9]1[CH:10]=[C:11]2[C:12]([C:13](=[O:14])[NH:21][NH:22]2)=[CH:17][CH:18]=1)[C:2]1[CH:7]=[CH:6][CH:5]=[CH:4][CH:3]=1. (5) Given the reactants [CH3:1][C:2]1[C:10]2[C:5](=[CH:6][CH:7]=[C:8]([C:11]([O:13]C)=[O:12])[CH:9]=2)[NH:4][N:3]=1.[OH-].[Na+], predict the reaction product. The product is: [CH3:1][C:2]1[C:10]2[C:5](=[CH:6][CH:7]=[C:8]([C:11]([OH:13])=[O:12])[CH:9]=2)[NH:4][N:3]=1. (6) Given the reactants [Cl:1][C:2]1[CH:3]=[C:4]([CH:9]=[CH:10][C:11]=1[CH:12]1[S:18][CH2:17][CH2:16][NH:15][C:14]2[N:19]([CH3:28])[N:20]=[C:21]([C:22]3[CH:27]=[CH:26][CH:25]=[CH:24][N:23]=3)[C:13]1=2)[C:5]([O:7]C)=[O:6].CO.[OH-].[Na+].Cl, predict the reaction product. The product is: [Cl:1][C:2]1[CH:3]=[C:4]([CH:9]=[CH:10][C:11]=1[CH:12]1[S:18][CH2:17][CH2:16][NH:15][C:14]2[N:19]([CH3:28])[N:20]=[C:21]([C:22]3[CH:27]=[CH:26][CH:25]=[CH:24][N:23]=3)[C:13]1=2)[C:5]([OH:7])=[O:6]. (7) The product is: [F:1][C:2]1[CH:7]=[CH:6][CH:5]=[C:4]([F:8])[C:3]=1[N:9]1[C:14]2[N:15]=[C:16]([NH:43][CH2:42][CH2:41][CH2:40][NH:39][CH:37]([CH3:38])[CH3:36])[N:17]=[C:18]([C:19]3[CH:20]=[C:21]([CH:28]=[CH:29][C:30]=3[CH3:31])[C:22]([NH:24][CH:25]([CH3:27])[CH3:26])=[O:23])[C:13]=2[CH2:12][NH:11][C:10]1=[O:35]. Given the reactants [F:1][C:2]1[CH:7]=[CH:6][CH:5]=[C:4]([F:8])[C:3]=1[N:9]1[C:14]2[N:15]=[C:16](S(C)=O)[N:17]=[C:18]([C:19]3[CH:20]=[C:21]([CH:28]=[CH:29][C:30]=3[CH3:31])[C:22]([NH:24][CH:25]([CH3:27])[CH3:26])=[O:23])[C:13]=2[CH2:12][NH:11][C:10]1=[O:35].[CH3:36][CH:37]([NH:39][CH2:40][CH2:41][CH2:42][NH2:43])[CH3:38], predict the reaction product.